Dataset: Reaction yield outcomes from USPTO patents with 853,638 reactions. Task: Predict the reaction yield, written as a fraction of the theoretical maximum amount of product (1.0 means a 100% yield; for example, 0.34 means a 34% yield). The reactants are [Cl:1][C:2]1[C:3]([NH:25][C@@H:26]2[C@@H:31]3[CH2:32][C@@H:28]([CH:29]=[CH:30]3)[C@@H:27]2[C:33]([NH2:35])=[O:34])=[C:4]2[N:10]=[C:9]([C:11]3[CH:16]=[CH:15][C:14]([O:17][CH3:18])=[CH:13][C:12]=3[CH:19]3[CH2:24][CH2:23][NH:22][CH2:21][CH2:20]3)[NH:8][C:5]2=[N:6][CH:7]=1.[CH2:36]1[O:39][C@@H:37]1[CH3:38]. The catalyst is CO. The product is [Cl:1][C:2]1[C:3]([NH:25][C@@H:26]2[C@@H:31]3[CH2:32][C@@H:28]([CH:29]=[CH:30]3)[C@@H:27]2[C:33]([NH2:35])=[O:34])=[C:4]2[N:10]=[C:9]([C:11]3[CH:16]=[CH:15][C:14]([O:17][CH3:18])=[CH:13][C:12]=3[CH:19]3[CH2:20][CH2:21][N:22]([CH2:36][C@@H:37]([OH:39])[CH3:38])[CH2:23][CH2:24]3)[NH:8][C:5]2=[N:6][CH:7]=1. The yield is 0.100.